From a dataset of Full USPTO retrosynthesis dataset with 1.9M reactions from patents (1976-2016). Predict the reactants needed to synthesize the given product. (1) Given the product [CH3:13][O:12][C:10](=[O:11])/[CH:9]=[CH:8]/[C:5]1[N:6]=[CH:7][C:2]([NH:14][C@@H:15]2[CH2:19][CH2:18][N:17]([C:20]([O:22][C:23]([CH3:26])([CH3:25])[CH3:24])=[O:21])[CH2:16]2)=[N:3][CH:4]=1, predict the reactants needed to synthesize it. The reactants are: Cl[C:2]1[N:3]=[CH:4][C:5](/[CH:8]=[CH:9]/[C:10]([O:12][CH3:13])=[O:11])=[N:6][CH:7]=1.[NH2:14][C@@H:15]1[CH2:19][CH2:18][N:17]([C:20]([O:22][C:23]([CH3:26])([CH3:25])[CH3:24])=[O:21])[CH2:16]1.P([O-])([O-])([O-])=O.[K+].[K+].[K+].O. (2) Given the product [OH:11][C:12]1[C:13]([C:14]([O:16][CH2:17][CH3:18])=[O:15])=[CH:19][N:5]2[CH2:6][CH2:7][N:2]([CH3:1])[C:3](=[O:8])[C:4]=12, predict the reactants needed to synthesize it. The reactants are: [CH3:1][N:2]1[CH2:7][CH2:6][NH:5][CH2:4][C:3]1=[O:8].C([O:11][CH:12]=[C:13]([C:19](OCC)=O)[C:14]([O:16][CH2:17][CH3:18])=[O:15])C.C[Si]([N-][Si](C)(C)C)(C)C.[Li+].C1COCC1. (3) Given the product [N:10]([C:6]1[C:7]([CH3:9])=[N:8][C:3]([O:2][CH3:1])=[CH:4][CH:5]=1)=[C:11]=[S:12], predict the reactants needed to synthesize it. The reactants are: [CH3:1][O:2][C:3]1[N:8]=[C:7]([CH3:9])[C:6]([NH2:10])=[CH:5][CH:4]=1.[C:11](Cl)(Cl)=[S:12].